Dataset: Full USPTO retrosynthesis dataset with 1.9M reactions from patents (1976-2016). Task: Predict the reactants needed to synthesize the given product. (1) Given the product [C:1]1([CH:7]([Cl:33])[CH2:8][CH2:9][N:10]2[CH2:15][CH2:14][CH:13]([N:16]([CH3:27])[C:17](=[O:26])[CH2:18][C:19]3[CH:24]=[CH:23][C:22]([F:25])=[CH:21][CH:20]=3)[CH2:12][CH2:11]2)[CH:6]=[CH:5][CH:4]=[CH:3][CH:2]=1, predict the reactants needed to synthesize it. The reactants are: [C:1]1([CH:7](O)[CH2:8][CH2:9][N:10]2[CH2:15][CH2:14][CH:13]([N:16]([CH3:27])[C:17](=[O:26])[CH2:18][C:19]3[CH:24]=[CH:23][C:22]([F:25])=[CH:21][CH:20]=3)[CH2:12][CH2:11]2)[CH:6]=[CH:5][CH:4]=[CH:3][CH:2]=1.CS([Cl:33])(=O)=O. (2) Given the product [OH:2][CH2:3][C:5]1[C:10]([CH3:11])=[CH:9][CH:8]=[CH:7][N:6]=1, predict the reactants needed to synthesize it. The reactants are: C[O:2][C:3]([C:5]1[C:10]([CH3:11])=[CH:9][CH:8]=[CH:7][N:6]=1)=O.[H-].[Al+3].[Li+].[H-].[H-].[H-]. (3) Given the product [CH:1]1([N:7]2[C:12]([OH:13])=[C:11]([C:14]([NH:16][CH2:17][C:18]([OH:20])=[O:19])=[O:15])[C:10](=[O:23])[N:9]([CH2:38][C:37]3[CH:40]=[CH:41][C:34]([CH:31]([CH3:33])[CH3:32])=[CH:35][CH:36]=3)[C:8]2=[O:24])[CH2:6][CH2:5][CH2:4][CH2:3][CH2:2]1, predict the reactants needed to synthesize it. The reactants are: [CH:1]1([N:7]2[C:12]([OH:13])=[C:11]([C:14]([NH:16][CH2:17][C:18]([O:20]CC)=[O:19])=[O:15])[C:10](=[O:23])[NH:9][C:8]2=[O:24])[CH2:6][CH2:5][CH2:4][CH2:3][CH2:2]1.C(=O)([O-])[O-].[K+].[K+].[CH:31]([C:34]1[CH:41]=[CH:40][C:37]([CH2:38]Cl)=[CH:36][CH:35]=1)([CH3:33])[CH3:32].Cl. (4) Given the product [F:1][C:2]1[N:3]=[CH:4][C:5]2[C:10]([CH:11]=1)=[CH:9][C:8]([C:12]([OH:14])=[O:13])=[CH:7][CH:6]=2, predict the reactants needed to synthesize it. The reactants are: [F:1][C:2]1[N:3]=[CH:4][C:5]2[C:10]([CH:11]=1)=[CH:9][C:8]([C:12]([O:14]C)=[O:13])=[CH:7][CH:6]=2.[Li+].[OH-].Cl. (5) Given the product [C:9](=[CH:4][C:3]([O:6][CH3:7])([O:2][CH3:1])[C:5]([OH:23])=[O:8])([CH3:14])[CH3:10], predict the reactants needed to synthesize it. The reactants are: [CH3:1][O:2][C:3]([O:6][CH3:7])([CH3:5])[CH3:4].[OH2:8].[C:9]1(C)[CH:14]=[CH:14][C:9](S(O)(=O)=[O:8])=[CH:10][CH:10]=1.N.CC[OH:23]. (6) Given the product [O:12]1[CH:16]=[C:15]([C:17]([OH:19])([C:6]#[CH:7])[CH3:18])[N:14]=[CH:13]1, predict the reactants needed to synthesize it. The reactants are: C([Li])CCC.[C:6]([Si](C)(C)C)#[CH:7].[O:12]1[CH:16]=[C:15]([C:17](=[O:19])[CH3:18])[N:14]=[CH:13]1.